Dataset: Peptide-MHC class I binding affinity with 185,985 pairs from IEDB/IMGT. Task: Regression. Given a peptide amino acid sequence and an MHC pseudo amino acid sequence, predict their binding affinity value. This is MHC class I binding data. (1) The peptide sequence is KQYLNLYPV. The MHC is HLA-A68:02 with pseudo-sequence HLA-A68:02. The binding affinity (normalized) is 0.0283. (2) The peptide sequence is RMLPKLAEF. The MHC is HLA-B40:01 with pseudo-sequence HLA-B40:01. The binding affinity (normalized) is 0.0847. (3) The peptide sequence is HIDPMWKVL. The MHC is HLA-A29:02 with pseudo-sequence HLA-A29:02. The binding affinity (normalized) is 0.0847. (4) The peptide sequence is IRQVLFLE. The MHC is Mamu-B08 with pseudo-sequence Mamu-B08. The binding affinity (normalized) is 0.321. (5) The peptide sequence is PYSWEQEL. The MHC is HLA-A24:02 with pseudo-sequence HLA-A24:02. The binding affinity (normalized) is 0.